This data is from Peptide-MHC class I binding affinity with 185,985 pairs from IEDB/IMGT. The task is: Regression. Given a peptide amino acid sequence and an MHC pseudo amino acid sequence, predict their binding affinity value. This is MHC class I binding data. The peptide sequence is KSYEHQTPF. The MHC is HLA-A02:02 with pseudo-sequence HLA-A02:02. The binding affinity (normalized) is 0.262.